Dataset: Peptide-MHC class I binding affinity with 185,985 pairs from IEDB/IMGT. Task: Regression. Given a peptide amino acid sequence and an MHC pseudo amino acid sequence, predict their binding affinity value. This is MHC class I binding data. (1) The peptide sequence is KSDGTGTIY. The MHC is HLA-A24:02 with pseudo-sequence HLA-A24:02. The binding affinity (normalized) is 0. (2) The peptide sequence is EMKEAFHGL. The binding affinity (normalized) is 0.0847. The MHC is HLA-B35:01 with pseudo-sequence HLA-B35:01. (3) The peptide sequence is TLLGLILFV. The MHC is HLA-B35:01 with pseudo-sequence HLA-B35:01. The binding affinity (normalized) is 0. (4) The peptide sequence is IPQSLDSYWTSL. The MHC is Mamu-B17 with pseudo-sequence Mamu-B17. The binding affinity (normalized) is 0. (5) The peptide sequence is EQMAPHHKIL. The MHC is HLA-B08:01 with pseudo-sequence HLA-B08:01. The binding affinity (normalized) is 0.622. (6) The peptide sequence is FYFNWNTPI. The MHC is HLA-A32:15 with pseudo-sequence HLA-A32:15. The binding affinity (normalized) is 0.808. (7) The peptide sequence is FQWPALHEE. The MHC is HLA-A29:02 with pseudo-sequence HLA-A29:02. The binding affinity (normalized) is 0.0847.